From a dataset of Forward reaction prediction with 1.9M reactions from USPTO patents (1976-2016). Predict the product of the given reaction. (1) Given the reactants [C:1]([O:5][C:6]([N:8]1[CH2:13][CH:12]=[C:11]([C:14]2[CH:19]=[CH:18][C:17](=[O:20])[N:16]([CH3:21])[N:15]=2)[CH2:10][CH2:9]1)=[O:7])([CH3:4])([CH3:3])[CH3:2], predict the reaction product. The product is: [C:1]([O:5][C:6]([N:8]1[CH2:13][CH2:12][CH:11]([C:14]2[CH:19]=[CH:18][C:17](=[O:20])[N:16]([CH3:21])[N:15]=2)[CH2:10][CH2:9]1)=[O:7])([CH3:4])([CH3:3])[CH3:2]. (2) Given the reactants [I-].[CH:2]([P+](C1C=CC=CC=1)(C1C=CC=CC=1)C1C=CC=CC=1)([CH3:4])[CH3:3].C([Li])CCC.[CH:29]([CH:31]([NH:40][C:41]([CH:43]([NH:48][C:49](=[O:58])[O:50][CH2:51][C:52]1[CH:57]=[CH:56][CH:55]=[CH:54][CH:53]=1)[CH2:44][CH:45]([CH3:47])[CH3:46])=[O:42])[CH2:32][CH2:33][C:34]1[CH:39]=[CH:38][CH:37]=[CH:36][CH:35]=1)=O, predict the reaction product. The product is: [CH3:46][CH:45]([CH3:47])[CH2:44][CH:43]([NH:48][C:49](=[O:58])[O:50][CH2:51][C:52]1[CH:53]=[CH:54][CH:55]=[CH:56][CH:57]=1)[C:41](=[O:42])[NH:40][CH:31]([CH2:32][CH2:33][C:34]1[CH:35]=[CH:36][CH:37]=[CH:38][CH:39]=1)[CH:29]=[C:2]([CH3:4])[CH3:3]. (3) The product is: [OH:8][CH2:9][C:10]([NH:13][C:14]([C:16]1[C:24]2[C:19](=[N:20][CH:21]=[C:22]([C:25]3[C:33]4[C:28](=[CH:29][C:30]([CH3:34])=[CH:31][CH:32]=4)[NH:27][N:26]=3)[N:23]=2)[NH:18][CH:17]=1)=[O:15])([CH3:11])[CH3:12]. Given the reactants [Si]([O:8][CH2:9][C:10]([NH:13][C:14]([C:16]1[C:24]2[C:19](=[N:20][CH:21]=[C:22]([C:25]3[C:33]4[C:28](=[CH:29][C:30]([CH3:34])=[CH:31][CH:32]=4)[NH:27][N:26]=3)[N:23]=2)[NH:18][CH:17]=1)=[O:15])([CH3:12])[CH3:11])(C(C)(C)C)(C)C.Cl, predict the reaction product. (4) The product is: [F:1][C:2]1[CH:3]=[CH:4][C:5]([C:36]2[C:41]([CH3:42])=[CH:40][C:39]([CH2:43][CH2:44][C:45]([OH:47])([CH3:48])[CH3:46])=[CH:38][C:37]=2[CH3:49])=[C:6]2[C:10]=1[C@H:9]([O:11][C:12]1[CH:25]=[CH:24][C:15]3[C@H:16]([CH2:19][C:20]([O:22][CH3:23])=[O:21])[CH2:17][O:18][C:14]=3[CH:13]=1)[CH2:8][CH2:7]2. Given the reactants [F:1][C:2]1[CH:3]=[CH:4][C:5](B2OC(C)(C)C(C)(C)O2)=[C:6]2[C:10]=1[C@H:9]([O:11][C:12]1[CH:25]=[CH:24][C:15]3[C@H:16]([CH2:19][C:20]([O:22][CH3:23])=[O:21])[CH2:17][O:18][C:14]=3[CH:13]=1)[CH2:8][CH2:7]2.Br[C:36]1[C:41]([CH3:42])=[CH:40][C:39]([CH2:43][CH2:44][C:45]([CH3:48])([OH:47])[CH3:46])=[CH:38][C:37]=1[CH3:49].BrC1C=CC(F)=C2C=1CC[C@H]2OC1C=CC2[C@H](CC(OC)=O)COC=2C=1, predict the reaction product. (5) Given the reactants Br[C:2]1[CH:3]=[C:4]2[C:8](=[CH:9][CH:10]=1)[NH:7][CH:6]=[CH:5]2.[CH:11]1[C:16]([OH:17])=[CH:15][CH:14]=[C:13]([CH3:18])[CH:12]=1, predict the reaction product. The product is: [CH3:18][C:13]1[CH:12]=[CH:11][C:16]([O:17][C:2]2[CH:3]=[C:4]3[C:8](=[CH:9][CH:10]=2)[NH:7][CH:6]=[CH:5]3)=[CH:15][CH:14]=1. (6) Given the reactants [N:1]1[CH:6]=[CH:5][C:4]([CH2:7][NH:8][C:9]([C:11]2[S:19][C:18]3[N:13]([C:14](=[O:22])[NH:15][C:16](=[O:21])[C:17]=3[CH3:20])[CH:12]=2)=[O:10])=[CH:3][CH:2]=1.C(=O)([O-])[O-].[Cs+].[Cs+].[C:29]([C:31]1[CH:38]=[CH:37][C:34]([CH2:35]Br)=[CH:33][CH:32]=1)#[N:30].[ClH:39], predict the reaction product. The product is: [ClH:39].[N:1]1[CH:6]=[CH:5][C:4]([CH2:7][NH:8][C:9]([C:11]2[S:19][C:18]3[N:13]([C:14](=[O:22])[N:15]([CH2:35][C:34]4[CH:37]=[CH:38][C:31]([C:29]#[N:30])=[CH:32][CH:33]=4)[C:16](=[O:21])[C:17]=3[CH3:20])[CH:12]=2)=[O:10])=[CH:3][CH:2]=1.